From a dataset of Full USPTO retrosynthesis dataset with 1.9M reactions from patents (1976-2016). Predict the reactants needed to synthesize the given product. (1) The reactants are: [CH3:1][N:2]1[C:10]2[C:5](=[CH:6][CH:7]=[CH:8][CH:9]=2)[CH2:4][C:3]1=[O:11].Br[CH2:13][CH2:14][CH2:15]Br.[H-].[Na+].[Cl-].[NH4+]. Given the product [CH3:1][N:2]1[C:10]2[C:5](=[CH:6][CH:7]=[CH:8][CH:9]=2)[C:4]2([CH2:15][CH2:14][CH2:13]2)[C:3]1=[O:11], predict the reactants needed to synthesize it. (2) Given the product [OH:4][C:5]1[CH:10]=[C:9]([OH:11])[CH:8]=[CH:7][C:6]=1[C@H:15]1[CH2:16][CH2:17][C@H:18]([CH2:21][C:22]#[N:23])[CH2:19][CH2:20]1, predict the reactants needed to synthesize it. The reactants are: COC[O:4][C:5]1[CH:10]=[C:9]([O:11]COC)[CH:8]=[CH:7][C:6]=1[CH:15]1[CH2:20][CH2:19][C:18](=[CH:21][C:22]#[N:23])[CH2:17][CH2:16]1.Cl.C(=O)(O)[O-].[Na+].OC1C=C(O)C=CC=1C1CCC(=CC#N)CC1. (3) Given the product [CH3:20][O:19][C:5]1[CH:4]=[C:3]([CH2:1][NH:26][CH2:25][CH2:24][CH2:23][CH:22]([CH3:27])[CH3:21])[CH:18]=[CH:17][C:6]=1[O:7][C:8]1[N:9]=[CH:10][C:11]([C:14]([NH2:16])=[O:15])=[N:12][CH:13]=1, predict the reactants needed to synthesize it. The reactants are: [CH:1]([C:3]1[CH:18]=[CH:17][C:6]([O:7][C:8]2[N:9]=[CH:10][C:11]([C:14]([NH2:16])=[O:15])=[N:12][CH:13]=2)=[C:5]([O:19][CH3:20])[CH:4]=1)=O.[CH3:21][CH:22]([CH3:27])[CH2:23][CH2:24][CH2:25][NH2:26].[BH4-].[Na+]. (4) Given the product [Cl:1][C:2]1[C:3]([N+:13]([O-:15])=[O:14])=[C:4]([N:20]2[CH:21]=[C:17]([CH3:16])[N:18]=[CH:19]2)[CH:5]=[C:6]([C:8]([F:11])([F:10])[F:9])[CH:7]=1, predict the reactants needed to synthesize it. The reactants are: [Cl:1][C:2]1[CH:7]=[C:6]([C:8]([F:11])([F:10])[F:9])[CH:5]=[C:4](F)[C:3]=1[N+:13]([O-:15])=[O:14].[CH3:16][C:17]1[N:18]=[CH:19][NH:20][CH:21]=1.C(=O)([O-])[O-].[K+].[K+].O. (5) Given the product [F:12][C:6]1[CH:7]=[CH:8][CH:9]=[C:10]2[C:5]=1[N:4]=[C:3]([CH2:13][N:14]1[C:22](=[O:23])[C:21]3[C:16](=[CH:17][CH:18]=[CH:19][CH:20]=3)[C:15]1=[O:24])[C:2]([C:30]1[CH:35]=[CH:34][CH:33]=[CH:32][N:31]=1)=[CH:11]2, predict the reactants needed to synthesize it. The reactants are: Br[C:2]1[C:3]([CH2:13][N:14]2[C:22](=[O:23])[C:21]3[C:16](=[CH:17][CH:18]=[CH:19][CH:20]=3)[C:15]2=[O:24])=[N:4][C:5]2[C:10]([CH:11]=1)=[CH:9][CH:8]=[CH:7][C:6]=2[F:12].C([Sn](CCCC)(CCCC)[C:30]1[CH:35]=[CH:34][CH:33]=[CH:32][N:31]=1)CCC. (6) Given the product [Br:1][C:2]1[CH:3]=[N:8][C:9]2[C:17]([CH:5]=1)=[CH:16][CH:15]=[C:14]([OH:18])[C:10]=2[C:11]([OH:13])=[O:12], predict the reactants needed to synthesize it. The reactants are: [Br:1][C:2](=[CH2:5])[CH:3]=O.BrBr.[NH2:8][C:9]1[CH:17]=[CH:16][CH:15]=[C:14]([O:18]C)[C:10]=1[C:11]([OH:13])=[O:12]. (7) Given the product [CH:24]1[C:20]2[C:15](=[CH:16][CH:17]=[CH:18][CH:19]=2)[CH2:21][CH2:22][N:23]=1, predict the reactants needed to synthesize it. The reactants are: O=P12OP3(OP(OP(O3)(O1)=O)(=O)O2)=O.[C:15]1([CH2:21][CH2:22][NH:23][CH:24]=O)[CH:20]=[CH:19][CH:18]=[CH:17][CH:16]=1.[OH-].[Na+].